From a dataset of NCI-60 drug combinations with 297,098 pairs across 59 cell lines. Regression. Given two drug SMILES strings and cell line genomic features, predict the synergy score measuring deviation from expected non-interaction effect. (1) Drug 1: C1=CC(=C2C(=C1NCCNCCO)C(=O)C3=C(C=CC(=C3C2=O)O)O)NCCNCCO. Drug 2: CC1=C(C(=CC=C1)Cl)NC(=O)C2=CN=C(S2)NC3=CC(=NC(=N3)C)N4CCN(CC4)CCO. Cell line: HT29. Synergy scores: CSS=56.8, Synergy_ZIP=-1.85, Synergy_Bliss=1.28, Synergy_Loewe=4.48, Synergy_HSA=6.30. (2) Drug 1: C1CNP(=O)(OC1)N(CCCl)CCCl. Drug 2: C1C(C(OC1N2C=NC3=C2NC=NCC3O)CO)O. Cell line: MDA-MB-435. Synergy scores: CSS=-1.06, Synergy_ZIP=5.09, Synergy_Bliss=8.15, Synergy_Loewe=-4.23, Synergy_HSA=-2.62. (3) Drug 1: CC=C1C(=O)NC(C(=O)OC2CC(=O)NC(C(=O)NC(CSSCCC=C2)C(=O)N1)C(C)C)C(C)C. Drug 2: CC12CCC3C(C1CCC2OP(=O)(O)O)CCC4=C3C=CC(=C4)OC(=O)N(CCCl)CCCl.[Na+]. Cell line: SN12C. Synergy scores: CSS=5.91, Synergy_ZIP=-4.96, Synergy_Bliss=-6.08, Synergy_Loewe=-38.7, Synergy_HSA=-6.18.